Binary Classification. Given a drug SMILES string, predict its activity (active/inactive) in a high-throughput screening assay against a specified biological target. From a dataset of HIV replication inhibition screening data with 41,000+ compounds from the AIDS Antiviral Screen. (1) The compound is CC(C)=CCC12CCNC1N(S(=O)(=O)c1ccccc1)c1ccccc12. The result is 0 (inactive). (2) The molecule is CCN(N=O)C1C2(CCCC2)NC(=O)C12CCCC2. The result is 0 (inactive). (3) The compound is CN(C)C(=S)N=c1ssc(=S)n1Cc1ccco1. The result is 0 (inactive). (4) The drug is CCC[N+]12CC=C(CO)C1C(O)CC2. The result is 0 (inactive). (5) The result is 0 (inactive). The drug is CN1CCC23c4c5cc(-c6cc7c8c(c6O)OC6C(O)C=CC9C(C7)N(C)CCC896)c(O)c4OC2C(O)C=CC3C1C5.CS(=O)(=O)O. (6) The molecule is CN1C(=O)C(O)Nc2ncncc21. The result is 0 (inactive).